This data is from Reaction yield outcomes from USPTO patents with 853,638 reactions. The task is: Predict the reaction yield, written as a fraction of the theoretical maximum amount of product (1.0 means a 100% yield; for example, 0.34 means a 34% yield). (1) The reactants are [F:1][C:2]([F:13])([F:12])[O:3][C:4]1[CH:11]=[CH:10][C:7]([CH:8]=O)=[CH:6][CH:5]=1.FC(F)(F)C([N:18]1[CH2:22][CH2:21][CH2:20][C:19]1=[O:23])=O. No catalyst specified. The product is [F:1][C:2]([F:13])([F:12])[O:3][C:4]1[CH:11]=[CH:10][C:7]([CH2:8][CH:20]2[CH2:21][CH2:22][NH:18][C:19]2=[O:23])=[CH:6][CH:5]=1. The yield is 0.530. (2) The reactants are [F:1][C:2]([C:5]1[S:9][C:8]2=[N:10][C:11]([C:13](Cl)=[O:14])=[CH:12][N:7]2[N:6]=1)([F:4])[CH3:3].[NH2:16][C:17]1[C:22]([OH:23])=[CH:21][CH:20]=[CH:19][C:18]=1[CH3:24].CCN(C(C)C)C(C)C.CCOC(C)=O.C(Cl)Cl. The catalyst is C(Cl)Cl. The product is [F:1][C:2]([C:5]1[S:9][C:8]2=[N:10][C:11]([C:13]([NH:16][C:17]3[C:18]([CH3:24])=[CH:19][CH:20]=[CH:21][C:22]=3[OH:23])=[O:14])=[CH:12][N:7]2[N:6]=1)([F:4])[CH3:3]. The yield is 0.480.